From a dataset of Merck oncology drug combination screen with 23,052 pairs across 39 cell lines. Regression. Given two drug SMILES strings and cell line genomic features, predict the synergy score measuring deviation from expected non-interaction effect. (1) Drug 2: Cn1cc(-c2cnn3c(N)c(Br)c(C4CCCNC4)nc23)cn1. Drug 1: Cc1nc(Nc2ncc(C(=O)Nc3c(C)cccc3Cl)s2)cc(N2CCN(CCO)CC2)n1. Synergy scores: synergy=3.09. Cell line: T47D. (2) Drug 1: CC(C)CC(NC(=O)C(Cc1ccccc1)NC(=O)c1cnccn1)B(O)O. Drug 2: CCc1cnn2c(NCc3ccc[n+]([O-])c3)cc(N3CCCCC3CCO)nc12. Cell line: NCIH23. Synergy scores: synergy=-21.4.